Dataset: TCR-epitope binding with 47,182 pairs between 192 epitopes and 23,139 TCRs. Task: Binary Classification. Given a T-cell receptor sequence (or CDR3 region) and an epitope sequence, predict whether binding occurs between them. (1) The epitope is YFPLQSYGF. The TCR CDR3 sequence is CASSPGLAYEQFF. Result: 1 (the TCR binds to the epitope). (2) The epitope is MPASWVMRI. The TCR CDR3 sequence is CASSLTGGYNEQFF. Result: 0 (the TCR does not bind to the epitope). (3) The epitope is FIAGLIAIV. The TCR CDR3 sequence is CASSLWDYGYTF. Result: 0 (the TCR does not bind to the epitope). (4) The epitope is SEPVLKGVKL. The TCR CDR3 sequence is CASSLFEGPGEKLFF. Result: 1 (the TCR binds to the epitope). (5) The epitope is LLLGIGILV. The TCR CDR3 sequence is CASSDPATEGAFF. Result: 1 (the TCR binds to the epitope). (6) The epitope is FPPTSFGPL. The TCR CDR3 sequence is CASSQDLGDYYGYTF. Result: 1 (the TCR binds to the epitope). (7) The epitope is DPFRLLQNSQVFS. The TCR CDR3 sequence is CASSFEAGAETQYF. Result: 0 (the TCR does not bind to the epitope). (8) The epitope is RAKFKQLL. The TCR CDR3 sequence is CSVWSGDSYNEQFF. Result: 1 (the TCR binds to the epitope).